This data is from Reaction yield outcomes from USPTO patents with 853,638 reactions. The task is: Predict the reaction yield, written as a fraction of the theoretical maximum amount of product (1.0 means a 100% yield; for example, 0.34 means a 34% yield). (1) The reactants are [Br:1][C:2]1[CH:7]=[CH:6][C:5]([OH:8])=[CH:4][C:3]=1[F:9].C1(P(C2C=CC=CC=2)C2C=CC=CC=2)C=CC=CC=1.[O:29]1[CH2:34][CH2:33][N:32]([CH2:35][CH2:36]O)[CH2:31][CH2:30]1.N(C(OC(C)C)=O)=NC(OC(C)C)=O. The catalyst is C(Cl)Cl. The product is [Br:1][C:2]1[CH:7]=[CH:6][C:5]([O:8][CH2:36][CH2:35][N:32]2[CH2:33][CH2:34][O:29][CH2:30][CH2:31]2)=[CH:4][C:3]=1[F:9]. The yield is 0.330. (2) The reactants are [Cl:1][C:2]1[N:3]=[CH:4][C:5]2[NH:10][CH:9]=[CH:8][C:6]=2[N:7]=1.C(=O)(O)[O-].[Na+].[I-:16].[K+].II. The catalyst is O.[Cl-].[Na+].O. The product is [Cl:1][C:2]1[N:3]=[CH:4][C:5]2[NH:10][CH:9]=[C:8]([I:16])[C:6]=2[N:7]=1. The yield is 0.830. (3) The reactants are C([O:8][C:9]1[C:10]([NH2:21])=[N:11][CH:12]=[C:13]([C:15]2[CH:20]=[CH:19][CH:18]=[CH:17][CH:16]=2)[CH:14]=1)C1C=CC=CC=1. The catalyst is CO. The product is [NH2:21][C:10]1[C:9]([OH:8])=[CH:14][C:13]([C:15]2[CH:20]=[CH:19][CH:18]=[CH:17][CH:16]=2)=[CH:12][N:11]=1. The yield is 0.930. (4) The reactants are [C:1]([OH:10])(=[O:9])[CH2:2][CH2:3][CH2:4][CH2:5][C:6]([OH:8])=[O:7].[CH3:11][N:12]([CH2:32][C@@H:33]1[C:36]2[CH:37]=[C:38]([O:43][CH3:44])[C:39]([O:41][CH3:42])=[CH:40][C:35]=2[CH2:34]1)[CH2:13][CH2:14][CH2:15][N:16]1[C:26](=[O:27])[CH2:25][C:24]2[C:19](=[CH:20][C:21]([O:30][CH3:31])=[C:22]([O:28][CH3:29])[CH:23]=2)[CH2:18][CH2:17]1. The catalyst is O.C(O)C. The product is [CH3:11][N:12]([CH2:32][C@@H:33]1[C:36]2[CH:37]=[C:38]([O:43][CH3:44])[C:39]([O:41][CH3:42])=[CH:40][C:35]=2[CH2:34]1)[CH2:13][CH2:14][CH2:15][N:16]1[C:26](=[O:27])[CH2:25][C:24]2[C:19](=[CH:20][C:21]([O:30][CH3:31])=[C:22]([O:28][CH3:29])[CH:23]=2)[CH2:18][CH2:17]1.[C:1]([O-:10])(=[O:9])[CH2:2][CH2:3][CH2:4][CH2:5][C:6]([O-:8])=[O:7]. The yield is 0.880. (5) The reactants are [N+]([C:4]1[CH:11]=[CH:10][CH:9]=[C:8]([N+:12]([O-:14])=[O:13])[C:5]=1[C:6]#[N:7])([O-])=O.[O:15]1[CH2:20][CH2:19][CH:18]([OH:21])[CH2:17][CH2:16]1. No catalyst specified. The product is [N+:12]([C:8]1[CH:9]=[CH:10][CH:11]=[C:4]([O:21][CH:18]2[CH2:19][CH2:20][O:15][CH2:16][CH2:17]2)[C:5]=1[C:6]#[N:7])([O-:14])=[O:13]. The yield is 1.00.